This data is from Catalyst prediction with 721,799 reactions and 888 catalyst types from USPTO. The task is: Predict which catalyst facilitates the given reaction. (1) Reactant: [N-:1]=[N+:2]=[N-:3].[Na+].Cl[CH2:6][C:7]([C:9]1[CH:10]=[CH:11][C:12]2[N:16]=[C:15]([C@@H:17]3[CH2:21][CH2:20][CH2:19][N:18]3[C:22]([O:24][C:25]([CH3:28])([CH3:27])[CH3:26])=[O:23])[NH:14][C:13]=2[CH:29]=1)=[O:8]. Product: [N:1]([CH2:6][C:7]([C:9]1[CH:10]=[CH:11][C:12]2[N:16]=[C:15]([C@@H:17]3[CH2:21][CH2:20][CH2:19][N:18]3[C:22]([O:24][C:25]([CH3:28])([CH3:27])[CH3:26])=[O:23])[NH:14][C:13]=2[CH:29]=1)=[O:8])=[N+:2]=[N-:3]. The catalyst class is: 10. (2) The catalyst class is: 19. Product: [Cl:26][C:21]1[CH:22]=[CH:23][CH:24]=[CH:25][C:20]=1[N:19]1[C:15]([C:11]2[CH:10]=[C:9]([OH:8])[CH:14]=[CH:13][CH:12]=2)=[CH:16][C:17]([C:27]([F:30])([F:28])[F:29])=[N:18]1. Reactant: C([O:8][C:9]1[CH:10]=[C:11]([C:15]2[N:19]([C:20]3[CH:25]=[CH:24][CH:23]=[CH:22][C:21]=3[Cl:26])[N:18]=[C:17]([C:27]([F:30])([F:29])[F:28])[CH:16]=2)[CH:12]=[CH:13][CH:14]=1)C1C=CC=CC=1.[H][H]. (3) Reactant: [Cl:1][C:2]1[CH:3]=[C:4]([C@@H:8](O)[CH2:9][NH:10][C:11](=[O:17])[O:12][C:13]([CH3:16])([CH3:15])[CH3:14])[CH:5]=[CH:6][CH:7]=1.[C:19]1(=[O:29])[NH:23][C:22](=[O:24])[C:21]2=[CH:25][CH:26]=[CH:27][CH:28]=[C:20]12.C1(P(C2C=CC=CC=2)C2C=CC=CC=2)C=CC=CC=1. Product: [Cl:1][C:2]1[CH:3]=[C:4]([C@H:8]([N:23]2[C:19](=[O:29])[C:20]3[C:21](=[CH:25][CH:26]=[CH:27][CH:28]=3)[C:22]2=[O:24])[CH2:9][NH:10][C:11](=[O:17])[O:12][C:13]([CH3:16])([CH3:15])[CH3:14])[CH:5]=[CH:6][CH:7]=1. The catalyst class is: 1. (4) Reactant: [F:1][C:2]1[C:7]([F:8])=[CH:6][CH:5]=[CH:4][C:3]=1[NH:9][C:10]1[CH:15]=[CH:14][N:13]=[CH:12][C:11]=1[NH:16][C:17]([C:19]1[C:20](F)=[N:21][CH:22]=[CH:23][CH:24]=1)=[O:18].[C:26]([NH2:30])([CH3:29])([CH3:28])[CH3:27]. Product: [F:1][C:2]1[C:7]([F:8])=[CH:6][CH:5]=[CH:4][C:3]=1[NH:9][C:10]1[CH:15]=[CH:14][N:13]=[CH:12][C:11]=1[NH:16][C:17]([C:19]1[C:20]([NH:30][C:26]([CH3:29])([CH3:28])[CH3:27])=[N:21][CH:22]=[CH:23][CH:24]=1)=[O:18]. The catalyst class is: 179.